Task: Predict which catalyst facilitates the given reaction.. Dataset: Catalyst prediction with 721,799 reactions and 888 catalyst types from USPTO (1) Reactant: [Br:1][C:2]1[C:3]([C:19]([F:22])([F:21])[F:20])=[N:4][N:5]([CH3:18])[C:6]=1[C:7]1[CH:12]=[C:11]([N+:13]([O-])=O)[CH:10]=[CH:9][C:8]=1[O:16][CH3:17]. Product: [Br:1][C:2]1[C:3]([C:19]([F:22])([F:20])[F:21])=[N:4][N:5]([CH3:18])[C:6]=1[C:7]1[CH:12]=[C:11]([NH2:13])[CH:10]=[CH:9][C:8]=1[O:16][CH3:17]. The catalyst class is: 14. (2) Reactant: C[O:2][C:3](=O)[CH2:4][O:5][CH:6]1[CH2:11][CH2:10][CH2:9][N:8]([C:12]([O:14][C:15]([CH3:18])([CH3:17])[CH3:16])=[O:13])[CH2:7]1.[H-].[H-].[H-].[H-].[Li+].[Al+3]. Product: [OH:2][CH2:3][CH2:4][O:5][CH:6]1[CH2:11][CH2:10][CH2:9][N:8]([C:12]([O:14][C:15]([CH3:18])([CH3:17])[CH3:16])=[O:13])[CH2:7]1. The catalyst class is: 1. (3) Reactant: Cl[CH2:2][C:3]1[CH:21]=[CH:20][C:6]([O:7][CH2:8][C:9]2[N:10]=[C:11]([C:15]3[O:16][CH:17]=[CH:18][CH:19]=3)[O:12][C:13]=2[CH3:14])=[C:5]([O:22][CH3:23])[CH:4]=1.[OH:24][C:25]1[C:29]([CH2:30][CH:31]2[S:35][C:34](=[O:36])[NH:33][C:32]2=[O:37])=[CH:28][N:27]([C:38]2[CH:43]=[CH:42][CH:41]=[CH:40][CH:39]=2)[N:26]=1.[CH3:44]N(C)C=O.[H-].[Na+]. Product: [O:16]1[CH:17]=[CH:18][CH:19]=[C:15]1[C:11]1[O:12][C:13]([CH3:14])=[C:9]([CH2:8][O:7][C:6]2[CH:20]=[CH:21][C:3]([CH2:2][O:24][C:25]3[C:29]([CH2:30][CH:31]4[S:35][C:34](=[O:36])[N:33]([CH3:44])[C:32]4=[O:37])=[CH:28][N:27]([C:38]4[CH:39]=[CH:40][CH:41]=[CH:42][CH:43]=4)[N:26]=3)=[CH:4][C:5]=2[O:22][CH3:23])[N:10]=1. The catalyst class is: 6. (4) Reactant: C[O:2][C:3](=[O:41])[C@@H:4]([NH:25][C:26](=[O:40])[CH2:27][O:28][CH2:29][CH2:30][O:31][CH2:32][CH2:33][O:34][CH2:35][CH2:36][N:37]=[N+:38]=[N-:39])[CH2:5][CH2:6][CH2:7][CH2:8][NH:9][C:10](=[O:24])[CH2:11][O:12][CH2:13][CH2:14][O:15][CH2:16][CH2:17][O:18][CH2:19][CH2:20][N:21]=[N+:22]=[N-:23]. Product: [N:37]([CH2:36][CH2:35][O:34][CH2:33][CH2:32][O:31][CH2:30][CH2:29][O:28][CH2:27][C:26]([NH:25][C@@H:4]([CH2:5][CH2:6][CH2:7][CH2:8][NH:9][C:10](=[O:24])[CH2:11][O:12][CH2:13][CH2:14][O:15][CH2:16][CH2:17][O:18][CH2:19][CH2:20][N:21]=[N+:22]=[N-:23])[C:3]([OH:41])=[O:2])=[O:40])=[N+:38]=[N-:39]. The catalyst class is: 5. (5) Reactant: C[Si]([C:5]#[N:6])(C)C.[Br:7][C:8]1[CH:28]=[CH:27][C:11]([CH2:12][O:13][C:14]2[CH:19]=[CH:18][C:17]([O:20][C:21]([F:24])([F:23])[F:22])=[CH:16][C:15]=2[CH2:25]Br)=[CH:10][CH:9]=1. Product: [Br:7][C:8]1[CH:9]=[CH:10][C:11]([CH2:12][O:13][C:14]2[CH:19]=[CH:18][C:17]([O:20][C:21]([F:22])([F:23])[F:24])=[CH:16][C:15]=2[CH2:25][C:5]#[N:6])=[CH:27][CH:28]=1. The catalyst class is: 577. (6) Reactant: [Cl:1][C:2]1[CH:7]=[CH:6][C:5]([C:8](=[O:18])[NH:9][CH2:10][C:11]2[CH:16]=[CH:15][CH:14]=[C:13]([Cl:17])[CH:12]=2)=[CH:4][C:3]=1[NH:19][C:20]([C:22]1[C:35](=[O:36])[NH:34][C:25]2[N:26]=[C:27](S(C)(=O)=O)[N:28]=[CH:29][C:24]=2[CH:23]=1)=[O:21].[N:37]1([C:43](=[O:45])[CH3:44])[CH2:42][CH2:41][NH:40][CH2:39][CH2:38]1.CN(C)C=O. Product: [C:43]([N:37]1[CH2:42][CH2:41][N:40]([C:27]2[N:28]=[CH:29][C:24]3[CH:23]=[C:22]([C:20]([NH:19][C:3]4[CH:4]=[C:5]([C:8](=[O:18])[NH:9][CH2:10][C:11]5[CH:16]=[CH:15][CH:14]=[C:13]([Cl:17])[CH:12]=5)[CH:6]=[CH:7][C:2]=4[Cl:1])=[O:21])[C:35](=[O:36])[NH:34][C:25]=3[N:26]=2)[CH2:39][CH2:38]1)(=[O:45])[CH3:44]. The catalyst class is: 6. (7) Reactant: [H-].[Na+].[CH3:3][O:4][CH2:5][CH2:6][NH:7][S:8]([C:11]1[CH:16]=[CH:15][C:14]([I:17])=[CH:13][CH:12]=1)(=[O:10])=[O:9].I[CH3:19].O. Product: [CH3:3][O:4][CH2:5][CH2:6][N:7]([CH3:19])[S:8]([C:11]1[CH:16]=[CH:15][C:14]([I:17])=[CH:13][CH:12]=1)(=[O:10])=[O:9]. The catalyst class is: 1. (8) Reactant: [H-].[Na+].[CH3:3][S:4]([NH2:7])(=[O:6])=[O:5].[CH3:8][C:9]1([CH3:35])[C:18]2[C:13](=[CH:14][CH:15]=[C:16]([C:19](O)=[O:20])[CH:17]=2)[NH:12][CH:11]([C:22]2[CH:27]=[C:26]([N:28]3[CH2:33][CH2:32][O:31][CH2:30][CH2:29]3)[CH:25]=[CH:24][C:23]=2[CH3:34])[CH2:10]1.C(N1C=CN=C1)(N1C=CN=C1)=O. Product: [CH3:8][C:9]1([CH3:35])[C:18]2[C:13](=[CH:14][CH:15]=[C:16]([C:19]([NH:7][S:4]([CH3:3])(=[O:6])=[O:5])=[O:20])[CH:17]=2)[NH:12][CH:11]([C:22]2[CH:27]=[C:26]([N:28]3[CH2:33][CH2:32][O:31][CH2:30][CH2:29]3)[CH:25]=[CH:24][C:23]=2[CH3:34])[CH2:10]1. The catalyst class is: 35. (9) Reactant: Br.[CH2:2]([C:4]1[N:5]=[C:6]([C@@H:9]([NH2:20])[CH2:10][C:11]2[CH:16]=[CH:15][C:14]([N+:17]([O-:19])=[O:18])=[CH:13][CH:12]=2)[S:7][CH:8]=1)[CH3:3].CCN(CC)CC.[CH2:28]([N:35]=[C:36]=[O:37])[C:29]1[CH:34]=[CH:33][CH:32]=[CH:31][CH:30]=1. Product: [CH2:28]([NH:35][C:36]([NH:20][C@H:9]([C:6]1[S:7][CH:8]=[C:4]([CH2:2][CH3:3])[N:5]=1)[CH2:10][C:11]1[CH:16]=[CH:15][C:14]([N+:17]([O-:19])=[O:18])=[CH:13][CH:12]=1)=[O:37])[C:29]1[CH:34]=[CH:33][CH:32]=[CH:31][CH:30]=1. The catalyst class is: 2. (10) Reactant: [F:1][C:2]1[CH:3]=[C:4]([C:9]2[N:13]3[CH2:14][C:15]([CH3:20])([CH3:19])[CH2:16][NH:17][CH2:18][C:12]3=[C:11]([C:21]([NH:23][C@@H:24]([C:29]([CH3:32])([CH3:31])[CH3:30])[C:25]([NH:27][CH3:28])=[O:26])=[O:22])[N:10]=2)[CH:5]=[CH:6][C:7]=1[F:8].C=O.[C:35]([O-])(=O)C.[K+].C(O[BH-](OC(=O)C)OC(=O)C)(=O)C.[Na+].C([O-])(O)=O.[Na+]. Product: [F:1][C:2]1[CH:3]=[C:4]([C:9]2[N:13]3[CH2:14][C:15]([CH3:20])([CH3:19])[CH2:16][N:17]([CH3:35])[CH2:18][C:12]3=[C:11]([C:21]([NH:23][C@@H:24]([C:29]([CH3:32])([CH3:31])[CH3:30])[C:25]([NH:27][CH3:28])=[O:26])=[O:22])[N:10]=2)[CH:5]=[CH:6][C:7]=1[F:8]. The catalyst class is: 76.